From a dataset of Full USPTO retrosynthesis dataset with 1.9M reactions from patents (1976-2016). Predict the reactants needed to synthesize the given product. (1) Given the product [CH2:4]1[CH2:5][CH2:6][C:1]([OH:7])([C:13]([C:12]2[CH:11]=[CH:10][CH:9]=[CH:8][CH:16]=2)=[O:14])[CH2:2][CH2:3]1, predict the reactants needed to synthesize it. The reactants are: [C:1]1(=[O:7])[CH2:6][CH2:5][CH2:4][CH2:3][CH2:2]1.[C:8]1(=O)[O:14][CH2:13][CH2:12][CH2:11][CH2:10][CH2:9]1.[C:16]([O-])(=O)C=C. (2) Given the product [CH2:1]([O:18][C:11]1[C:10]([CH3:9])=[CH:15][C:14]([Br:16])=[CH:13][C:12]=1[CH3:17])[C:2]1[CH:7]=[CH:6][CH:5]=[CH:4][CH:3]=1, predict the reactants needed to synthesize it. The reactants are: [CH2:1](Br)[C:2]1[CH:7]=[CH:6][CH:5]=[CH:4][CH:3]=1.[CH3:9][C:10]1[CH:15]=[C:14]([Br:16])[CH:13]=[C:12]([CH3:17])[C:11]=1[OH:18].C(=O)([O-])[O-].[K+].[K+]. (3) Given the product [Cl:35][C:20]1[C:21]([NH:23][C:24]2[C:33]([Cl:34])=[CH:32][CH:31]=[CH:30][C:25]=2[C:26]([NH:28][CH3:29])=[O:27])=[N:22][C:17]([NH:15][C:12]2[CH:13]=[CH:14][C:8]3[CH2:7][CH2:6][CH2:5][N:4]4[C:10](=[N:1][CH:2]=[CH:3]4)[C:9]=3[CH:11]=2)=[N:18][CH:19]=1, predict the reactants needed to synthesize it. The reactants are: [N:1]1[CH:2]=[CH:3][N:4]2[C:10]=1[C:9]1[CH:11]=[C:12]([NH2:15])[CH:13]=[CH:14][C:8]=1[CH2:7][CH2:6][CH2:5]2.Cl[C:17]1[N:22]=[C:21]([NH:23][C:24]2[C:33]([Cl:34])=[CH:32][CH:31]=[CH:30][C:25]=2[C:26]([NH:28][CH3:29])=[O:27])[C:20]([Cl:35])=[CH:19][N:18]=1. (4) Given the product [NH:1]1[C:9]2[C:4](=[C:5]([C:10]([N:19]3[CH2:15][CH2:13][O:14][CH2:17][CH2:18]3)=[O:12])[CH:6]=[CH:7][CH:8]=2)[CH:3]=[CH:2]1, predict the reactants needed to synthesize it. The reactants are: [NH:1]1[C:9]2[CH:8]=[CH:7][CH:6]=[C:5]([C:10]([OH:12])=O)[C:4]=2[CH:3]=[CH:2]1.[C:13](C1NC=CN=1)([C:15]1N[CH:17]=[CH:18][N:19]=1)=[O:14].N1CCOCC1. (5) Given the product [CH2:1]([O:3][C@@H:4]([CH2:10][C:11]1[CH:12]=[CH:13][C:14]([O:17][CH2:18][CH2:19][N:20]2[C:29]3[C:24](=[CH:25][C:26]([C:30](=[N:37][O:38][CH3:39])[C:31]4[CH:36]=[CH:35][CH:34]=[CH:33][CH:32]=4)=[CH:27][CH:28]=3)[C:23]([CH3:40])([CH3:41])[CH2:22][CH2:21]2)=[CH:15][CH:16]=1)[C:5]([OH:7])=[O:6])[CH3:2], predict the reactants needed to synthesize it. The reactants are: [CH2:1]([O:3][C@@H:4]([CH2:10][C:11]1[CH:16]=[CH:15][C:14]([O:17][CH2:18][CH2:19][N:20]2[C:29]3[C:24](=[CH:25][C:26]([C:30](=[N:37][O:38][CH3:39])[C:31]4[CH:36]=[CH:35][CH:34]=[CH:33][CH:32]=4)=[CH:27][CH:28]=3)[C:23]([CH3:41])([CH3:40])[CH2:22][CH2:21]2)=[CH:13][CH:12]=1)[C:5]([O:7]CC)=[O:6])[CH3:2].[OH-].[Li+].Cl.